Dataset: Full USPTO retrosynthesis dataset with 1.9M reactions from patents (1976-2016). Task: Predict the reactants needed to synthesize the given product. The reactants are: [C:1]1([S:7]([N:10]2[C:14]3[CH:15]=[N:16][C:17]([C:20]#[N:21])=[C:18](O)[C:13]=3[C:12]3[CH:22]=[C:23]([Cl:26])[CH:24]=[N:25][C:11]2=3)(=[O:9])=[O:8])[CH:6]=[CH:5][CH:4]=[CH:3][CH:2]=1.P(Cl)(Cl)(Cl)(Cl)[Cl:28]. Given the product [C:1]1([S:7]([N:10]2[C:14]3[CH:15]=[N:16][C:17]([C:20]#[N:21])=[C:18]([Cl:28])[C:13]=3[C:12]3[CH:22]=[C:23]([Cl:26])[CH:24]=[N:25][C:11]2=3)(=[O:9])=[O:8])[CH:6]=[CH:5][CH:4]=[CH:3][CH:2]=1, predict the reactants needed to synthesize it.